This data is from Forward reaction prediction with 1.9M reactions from USPTO patents (1976-2016). The task is: Predict the product of the given reaction. (1) The product is: [ClH:26].[O:1]1[CH2:2][CH2:3][N:4]([CH2:7][CH2:8][NH:9][C:10]([CH:12]2[CH2:17][CH2:16][NH:15][CH2:14][CH2:13]2)=[O:11])[CH2:5][CH2:6]1. Given the reactants [O:1]1[CH2:6][CH2:5][N:4]([CH2:7][CH2:8][NH:9][C:10]([CH:12]2[CH2:17][CH2:16][N:15](C(OC(C)(C)C)=O)[CH2:14][CH2:13]2)=[O:11])[CH2:3][CH2:2]1.C(Cl)[Cl:26], predict the reaction product. (2) Given the reactants [NH2:1][CH2:2][CH2:3][CH2:4][CH2:5][CH2:6][CH2:7][N:8]1[CH:12]=[C:11]([C:13]2[N:18]=[C:17]([C:19]([NH:21][C:22]3[C:23]([C:33]([O-:35])=O)=[N:24][N:25]([CH:27]4[CH2:32][CH2:31][O:30][CH2:29][CH2:28]4)[CH:26]=3)=[O:20])[CH:16]=[CH:15][CH:14]=2)[CH:10]=[N:9]1.[Li+].F[P-](F)(F)(F)(F)F.N1(O[P+](N(C)C)(N(C)C)N(C)C)C2C=CC=CC=2N=N1.C(N(C(C)C)C(C)C)C, predict the reaction product. The product is: [O:30]1[CH2:31][CH2:32][CH:27]([N:25]2[CH:26]=[C:22]3[C:23]([C:33](=[O:35])[NH:1][CH2:2][CH2:3][CH2:4][CH2:5][CH2:6][CH2:7][N:8]4[CH:12]=[C:11]([C:13]5[N:18]=[C:17]([C:19](=[O:20])[NH:21]3)[CH:16]=[CH:15][CH:14]=5)[CH:10]=[N:9]4)=[N:24]2)[CH2:28][CH2:29]1. (3) Given the reactants [NH:1]1[C:9]2[C:4](=[CH:5][CH:6]=[CH:7][CH:8]=2)[CH2:3][C:2]1=[O:10].[CH3:11][C:12]1[S:16][C:15]([CH:17]=O)=[CH:14][CH:13]=1, predict the reaction product. The product is: [CH3:17][C:15]1[S:16][C:12]([CH:11]=[C:3]2[C:4]3[C:9](=[CH:8][CH:7]=[CH:6][CH:5]=3)[NH:1][C:2]2=[O:10])=[CH:13][CH:14]=1. (4) Given the reactants [Br:1][C:2]1[C:3]([O:18][C:19]2[C:24]([CH3:25])=[CH:23][C:22]([C:26]#[N:27])=[CH:21][C:20]=2[CH3:28])=[N:4][C:5]([NH:9][C:10]2[CH:17]=[CH:16][C:13]([C:14]#[N:15])=[CH:12][CH:11]=2)=[N:6][C:7]=1Cl.[CH3:29][O:30][NH2:31].[OH-].[Na+], predict the reaction product. The product is: [Br:1][C:2]1[C:3]([O:18][C:19]2[C:24]([CH3:25])=[CH:23][C:22]([C:26]#[N:27])=[CH:21][C:20]=2[CH3:28])=[N:4][C:5]([NH:9][C:10]2[CH:17]=[CH:16][C:13]([C:14]#[N:15])=[CH:12][CH:11]=2)=[N:6][C:7]=1[NH:31][O:30][CH3:29]. (5) Given the reactants Cl.[CH2:2]([O:9][C:10]1[CH:15]=[CH:14][C:13]([NH:16][C:17]2[C:26]3[C:21](=[CH:22][C:23]([O:34][CH3:35])=[C:24]([C:27]4[O:31][C:30]([CH:32]=O)=[CH:29][CH:28]=4)[CH:25]=3)[N:20]=[CH:19][N:18]=2)=[CH:12][CH:11]=1)[C:3]1[CH:8]=[CH:7][CH:6]=[CH:5][CH:4]=1.[CH3:36][S:37]([CH2:40][CH2:41][NH2:42])(=[O:39])=[O:38].C(O)(=O)C.C(N(CC)CC)C.C(O[BH-](OC(=O)C)OC(=O)C)(=O)C.[Na+], predict the reaction product. The product is: [CH2:2]([O:9][C:10]1[CH:15]=[CH:14][C:13]([NH:16][C:17]2[C:26]3[C:21](=[CH:22][C:23]([O:34][CH3:35])=[C:24]([C:27]4[O:31][C:30]([CH2:32][NH:42][CH2:41][CH2:40][S:37]([CH3:36])(=[O:39])=[O:38])=[CH:29][CH:28]=4)[CH:25]=3)[N:20]=[CH:19][N:18]=2)=[CH:12][CH:11]=1)[C:3]1[CH:4]=[CH:5][CH:6]=[CH:7][CH:8]=1.